Predict the reaction yield, written as a fraction of the theoretical maximum amount of product (1.0 means a 100% yield; for example, 0.34 means a 34% yield). From a dataset of Reaction yield outcomes from USPTO patents with 853,638 reactions. (1) The catalyst is CCOC(C)=O.C1C=CC(P(C2C=CC=CC=2)[C-]2C=CC=C2)=CC=1.C1C=CC(P(C2C=CC=CC=2)[C-]2C=CC=C2)=CC=1.Cl[Pd]Cl.[Fe+2]. The product is [Cl:18][C:15]1[CH:16]=[CH:17][C:12]([C:7]2([OH:11])[C:5]3[CH:6]=[C:2]([C:27]4[CH:32]=[CH:31][N:30]=[C:29]([NH:33][C:34](=[O:36])[CH3:35])[CH:28]=4)[S:3][C:4]=3[CH2:10][CH2:9][CH2:8]2)=[CH:13][CH:14]=1. The yield is 0.100. The reactants are Br[C:2]1[S:3][C:4]2[CH2:10][CH2:9][CH2:8][C:7]([C:12]3[CH:17]=[CH:16][C:15]([Cl:18])=[CH:14][CH:13]=3)([OH:11])[C:5]=2[CH:6]=1.O1CCOCC1.C[Sn](C)(C)[C:27]1[CH:32]=[CH:31][N:30]=[C:29]([NH:33][C:34](=[O:36])[CH3:35])[CH:28]=1.ClCCl. (2) The reactants are [CH3:1][C:2]1[N:10]([C:11]([C:13]2[CH:14]=[CH:15][C:16]([Cl:19])=[CH:17][CH:18]=2)=[O:12])[C:9]2[CH:8]=[CH:7][C:6]([O:20][CH3:21])=[CH:5][C:4]=2[C:3]=1[CH2:22][C:23]([OH:25])=O.[C:26]([O:30][C:31](=[O:37])[NH:32][CH2:33][CH2:34][CH2:35][NH2:36])([CH3:29])([CH3:28])[CH3:27].Cl.C(N=C=NCCCN(C)C)C.ON1C2C=CC=CC=2N=N1.C(N(CC)C(C)C)(C)C. The catalyst is CN(C)C=O. The product is [Cl:19][C:16]1[CH:15]=[CH:14][C:13]([C:11]([N:10]2[C:9]3[C:4](=[CH:5][C:6]([O:20][CH3:21])=[CH:7][CH:8]=3)[C:3]([CH2:22][C:23]([NH:36][CH2:35][CH2:34][CH2:33][NH:32][C:31](=[O:37])[O:30][C:26]([CH3:28])([CH3:27])[CH3:29])=[O:25])=[C:2]2[CH3:1])=[O:12])=[CH:18][CH:17]=1. The yield is 0.700. (3) The reactants are Br[C:2]1[CH:24]=[C:23]([Cl:25])[C:5]([C:6]([C:8]2[C:16]3[C:11](=[C:12]([NH:17][C:18]([CH:20]4[CH2:22][CH2:21]4)=[O:19])[N:13]=[CH:14][CH:15]=3)[NH:10][CH:9]=2)=[O:7])=[C:4]([Cl:26])[CH:3]=1.[N:27]1[CH:32]=[C:31](B(O)O)[CH:30]=[N:29][CH:28]=1.C(=O)([O-])[O-].[K+].[K+]. The catalyst is O1CCOCC1.O.C1C=CC(P(C2C=CC=CC=2)[C-]2C=CC=C2)=CC=1.C1C=CC(P(C2C=CC=CC=2)[C-]2C=CC=C2)=CC=1.Cl[Pd]Cl.[Fe+2]. The product is [Cl:25][C:23]1[CH:24]=[C:2]([C:31]2[CH:32]=[N:27][CH:28]=[N:29][CH:30]=2)[CH:3]=[C:4]([Cl:26])[C:5]=1[C:6]([C:8]1[C:16]2[C:11](=[C:12]([NH:17][C:18]([CH:20]3[CH2:22][CH2:21]3)=[O:19])[N:13]=[CH:14][CH:15]=2)[NH:10][CH:9]=1)=[O:7]. The yield is 0.140. (4) The reactants are [Cl:1][CH2:2][CH:3]([C:5]1[CH:6]=[CH:7][C:8]2[NH:14][C:13](=[O:15])[CH2:12][CH2:11][CH2:10][C:9]=2[CH:16]=1)[OH:4].N1C=CN=C1.[Si:22](Cl)([C:25]([CH3:28])([CH3:27])[CH3:26])([CH3:24])[CH3:23]. The catalyst is CN(C=O)C. The product is [Si:22]([O:4][CH:3]([C:5]1[CH:6]=[CH:7][C:8]2[NH:14][C:13](=[O:15])[CH2:12][CH2:11][CH2:10][C:9]=2[CH:16]=1)[CH2:2][Cl:1])([C:25]([CH3:28])([CH3:27])[CH3:26])([CH3:24])[CH3:23]. The yield is 0.976. (5) The reactants are CN(C)[CH:3]=[C:4]([C:10]1[CH:15]=[CH:14][N:13]=[CH:12][CH:11]=1)[C:5](OCC)=[O:6].[CH2:17]([NH:24][C:25](=[O:34])[C:26]1[CH:31]=[CH:30][C:29]([NH:32][NH2:33])=[N:28][CH:27]=1)[C:18]1[CH:23]=[CH:22][CH:21]=[CH:20][CH:19]=1.CCN(C(C)C)C(C)C. The catalyst is CC(O)C. The product is [CH2:17]([NH:24][C:25](=[O:34])[C:26]1[CH:31]=[CH:30][C:29]([N:32]2[C:5]([OH:6])=[C:4]([C:10]3[CH:15]=[CH:14][N:13]=[CH:12][CH:11]=3)[CH:3]=[N:33]2)=[N:28][CH:27]=1)[C:18]1[CH:19]=[CH:20][CH:21]=[CH:22][CH:23]=1. The yield is 0.357. (6) The reactants are [CH2:1]([N:8]1[CH:16]=[C:15]2[C:10]([CH:11]=[C:12]([C:17]3[CH:18]=[C:19]([C:27]4[CH:32]=[CH:31][C:30]([CH2:33]Br)=[CH:29][CH:28]=4)[N:20]4[C:25]=3[C:24]([NH2:26])=[N:23][CH:22]=[N:21]4)[CH:13]=[CH:14]2)=[N:9]1)[C:2]1[CH:7]=[CH:6][CH:5]=[CH:4][CH:3]=1.[NH:35]1[CH2:39][CH2:38][CH2:37][CH2:36]1. No catalyst specified. The product is [CH2:1]([N:8]1[CH:16]=[C:15]2[C:10]([CH:11]=[C:12]([C:17]3[CH:18]=[C:19]([C:27]4[CH:32]=[CH:31][C:30]([CH2:33][N:35]5[CH2:39][CH2:38][CH2:37][CH2:36]5)=[CH:29][CH:28]=4)[N:20]4[C:25]=3[C:24]([NH2:26])=[N:23][CH:22]=[N:21]4)[CH:13]=[CH:14]2)=[N:9]1)[C:2]1[CH:7]=[CH:6][CH:5]=[CH:4][CH:3]=1. The yield is 0.0800. (7) The reactants are [N+:1]([C:4]1[CH:9]=[CH:8][C:7]([C:10]2[CH:11]=[CH:12][C:13]([O:16][CH2:17][CH2:18][O:19][CH2:20][CH2:21][C:22]([O:24][C:25]([CH3:28])([CH3:27])[CH3:26])=[O:23])=[N:14][CH:15]=2)=[CH:6][CH:5]=1)([O-])=O.[H][H]. The catalyst is C(O)C.[Pd]. The product is [NH2:1][C:4]1[CH:5]=[CH:6][C:7]([C:10]2[CH:11]=[CH:12][C:13]([O:16][CH2:17][CH2:18][O:19][CH2:20][CH2:21][C:22]([O:24][C:25]([CH3:28])([CH3:27])[CH3:26])=[O:23])=[N:14][CH:15]=2)=[CH:8][CH:9]=1. The yield is 0.890. (8) The reactants are [C:1]([O:5][C:6]([C:8]1[CH:31]=[CH:30][C:11]([O:12][C:13]2[C:22]([Cl:23])=[C:21]3[C:16]([CH:17]([C:24]([O:26][CH2:27][CH3:28])=[O:25])[CH2:18][CH2:19][O:20]3)=[CH:15][C:14]=2[Cl:29])=[C:10]([N+:32]([O-])=O)[CH:9]=1)=[O:7])([CH3:4])([CH3:3])[CH3:2].C1COCC1.[NH4+].[Cl-]. The catalyst is CCOC(C)=O.[Zn]. The product is [NH2:32][C:10]1[CH:9]=[C:8]([C:6]([O:5][C:1]([CH3:2])([CH3:4])[CH3:3])=[O:7])[CH:31]=[CH:30][C:11]=1[O:12][C:13]1[C:22]([Cl:23])=[C:21]2[C:16]([CH:17]([C:24]([O:26][CH2:27][CH3:28])=[O:25])[CH2:18][CH2:19][O:20]2)=[CH:15][C:14]=1[Cl:29]. The yield is 0.790.